Dataset: Full USPTO retrosynthesis dataset with 1.9M reactions from patents (1976-2016). Task: Predict the reactants needed to synthesize the given product. (1) Given the product [Br:2][C:3]1[CH:10]=[CH:9][C:6]([CH:7]=[O:8])=[C:5]([OH:11])[C:4]=1[F:13], predict the reactants needed to synthesize it. The reactants are: Br.[Br:2][C:3]1[CH:10]=[CH:9][C:6]([CH:7]=[O:8])=[C:5]([O:11]C)[C:4]=1[F:13]. (2) Given the product [CH:24]1([N:23]([CH3:22])[C:20]2[C:2]([F:1])=[CH:3][C:4]3[C:5]([CH:19]=2)=[N:6][C:7]2[N:8]([CH3:18])[CH:9]=[C:10]([C:15]([OH:17])=[O:16])[C:11](=[O:14])[C:12]=2[CH:13]=3)[CH2:29][CH2:28][CH2:27][CH2:26][CH2:25]1, predict the reactants needed to synthesize it. The reactants are: [F:1][C:2]1[C:20](F)=[CH:19][C:5]2=[N:6][C:7]3[N:8]([CH3:18])[CH:9]=[C:10]([C:15]([OH:17])=[O:16])[C:11](=[O:14])[C:12]=3[CH:13]=[C:4]2[CH:3]=1.[CH3:22][NH:23][CH:24]1[CH2:29][CH2:28][CH2:27][CH2:26][CH2:25]1. (3) The reactants are: [NH:1]1[CH2:6][CH2:5][NH:4][CH2:3][C:2]1=[O:7].[C:8]([O:12][C:13]([N:15]1[CH2:18][C:17](=O)[CH2:16]1)=[O:14])([CH3:11])([CH3:10])[CH3:9].C(OC)(OC)OC.C(O[BH-](OC(=O)C)OC(=O)C)(=O)C. Given the product [C:8]([O:12][C:13]([N:15]1[CH2:18][CH:17]([N:4]2[CH2:5][CH2:6][NH:1][C:2](=[O:7])[CH2:3]2)[CH2:16]1)=[O:14])([CH3:11])([CH3:9])[CH3:10], predict the reactants needed to synthesize it. (4) Given the product [F:19][CH:20]([F:29])[C:21]1[CH:22]=[C:23]([CH:26]=[C:27]([B:9]2[O:10][C:11]([CH3:16])([CH3:17])[C:12]([CH3:14])([CH3:15])[O:13]2)[CH:28]=1)[C:24]#[N:25], predict the reactants needed to synthesize it. The reactants are: [CH3:16][C:11]1([CH3:17])[C:12]([CH3:15])([CH3:14])[O:13][B:9]([B:9]2[O:13][C:12]([CH3:15])([CH3:14])[C:11]([CH3:17])([CH3:16])[O:10]2)[O:10]1.[F:19][CH:20]([F:29])[C:21]1[CH:22]=[C:23]([CH:26]=[CH:27][CH:28]=1)[C:24]#[N:25]. (5) Given the product [NH2:10][C@@H:11]([C@H:23]([CH3:26])[CH2:24][CH3:25])[C:12]([NH:14][CH2:15][CH2:16][N:17]1[CH2:22][CH2:21][O:20][CH2:19][CH2:18]1)=[O:13], predict the reactants needed to synthesize it. The reactants are: NC(C(C)CC)C(O)=O.[NH2:10][C@@H:11]([C@@H:23]([CH3:26])[CH2:24][CH3:25])[C:12]([NH:14][CH2:15][CH2:16][N:17]1[CH2:22][CH2:21][O:20][CH2:19][CH2:18]1)=[O:13].N[C@H]([C@H](C)CC)C(NCCN1CCOCC1)=O.N[C@H]([C@@H](C)CC)C(NCCN1CCOCC1)=O.